From a dataset of Catalyst prediction with 721,799 reactions and 888 catalyst types from USPTO. Predict which catalyst facilitates the given reaction. (1) Reactant: [C:1]1([C:7]#[CH:8])[CH:6]=[CH:5][CH:4]=[CH:3][CH:2]=1.[Li]CCCC.[CH3:14][O:15][C:16]1[C:21]([CH:22]=[O:23])=[CH:20][CH:19]=[C:18]([O:24][CH3:25])[N:17]=1.[Cl-].[NH4+]. Product: [CH3:14][O:15][C:16]1[C:21]([CH:22]([OH:23])[C:8]#[C:7][C:1]2[CH:6]=[CH:5][CH:4]=[CH:3][CH:2]=2)=[CH:20][CH:19]=[C:18]([O:24][CH3:25])[N:17]=1. The catalyst class is: 1. (2) Reactant: [CH3:1][N:2](C(ON1N=NC2C=CC=CC1=2)=[N+](C)C)[CH3:3].[B-](F)(F)(F)F.CNC.[N+:26]([C:29]1[CH:30]=[N:31][CH:32]=[CH:33][C:34]=1[O:35][CH:36]1[CH2:41][CH2:40][CH:39]([C:42]([OH:44])=O)[CH2:38][CH2:37]1)([O-:28])=[O:27].CCN(C(C)C)C(C)C. Product: [CH3:1][N:2]([CH3:3])[C:42]([CH:39]1[CH2:38][CH2:37][CH:36]([O:35][C:34]2[CH:33]=[CH:32][N:31]=[CH:30][C:29]=2[N+:26]([O-:28])=[O:27])[CH2:41][CH2:40]1)=[O:44]. The catalyst class is: 1.